From a dataset of Full USPTO retrosynthesis dataset with 1.9M reactions from patents (1976-2016). Predict the reactants needed to synthesize the given product. (1) Given the product [Cl:1][C:2]1[CH:7]=[CH:6][C:5]([C:8]2[C:13]([C:14]3[CH:19]=[CH:18][N:17]=[CH:16][C:15]=3[Cl:20])=[N:12][C:11]([N:21]3[CH2:22][CH2:23][N:24]([C:27](=[O:31])[CH:28]([CH3:30])[CH3:29])[CH2:25][CH2:26]3)=[CH:10][N:9]=2)=[CH:4][CH:3]=1, predict the reactants needed to synthesize it. The reactants are: [Cl:1][C:2]1[CH:7]=[CH:6][C:5]([C:8]2[C:13]([C:14]3[CH:19]=[CH:18][N:17]=[CH:16][C:15]=3[Cl:20])=[N:12][C:11]([N:21]3[CH2:26][CH2:25][NH:24][CH2:23][CH2:22]3)=[CH:10][N:9]=2)=[CH:4][CH:3]=1.[C:27](Cl)(=[O:31])[CH:28]([CH3:30])[CH3:29]. (2) The reactants are: [CH3:1][C:2]1[C:6]([C:7]2[CH:8]=[C:9]3[C:13](=[CH:14][CH:15]=2)[NH:12][C:11](=[O:16])[CH:10]3[C:17]2[CH:22]=[CH:21][CH:20]=[CH:19][CH:18]=2)=[C:5]([CH3:23])[O:4][N:3]=1.Br[CH2:25][C:26]([O:28][CH2:29][CH3:30])=[O:27].[I-].[K+].C(=O)([O-])[O-].[K+].[K+]. Given the product [CH3:1][C:2]1[C:6]([C:7]2[CH:8]=[C:9]3[C:13](=[CH:14][CH:15]=2)[NH:12][C:11](=[O:16])[C:10]3([CH2:25][C:26]([O:28][CH2:29][CH3:30])=[O:27])[C:17]2[CH:18]=[CH:19][CH:20]=[CH:21][CH:22]=2)=[C:5]([CH3:23])[O:4][N:3]=1, predict the reactants needed to synthesize it. (3) Given the product [Cl:1][C:2]1[CH:7]=[CH:6][C:5]2[N:8]([CH2:18][C:19]3[CH:24]=[CH:23][C:22]([O:25][CH3:26])=[CH:21][C:20]=3[O:27][CH3:28])[C:9](=[O:17])[C@@H:10]([CH2:11][C:12]([O:14][CH2:15][CH3:16])=[O:13])[O:30][C@H:29]([C:31]3[CH:36]=[CH:35][CH:34]=[C:33]([CH2:37][CH3:38])[C:32]=3[O:39][CH3:40])[C:4]=2[CH:3]=1, predict the reactants needed to synthesize it. The reactants are: [Cl:1][C:2]1[CH:7]=[CH:6][C:5]([N:8]([CH2:18][C:19]2[CH:24]=[CH:23][C:22]([O:25][CH3:26])=[CH:21][C:20]=2[O:27][CH3:28])[C:9](=[O:17])/[CH:10]=[CH:11]/[C:12]([O:14][CH2:15][CH3:16])=[O:13])=[C:4]([CH:29]([C:31]2[CH:36]=[CH:35][CH:34]=[C:33]([CH2:37][CH3:38])[C:32]=2[O:39][CH3:40])[OH:30])[CH:3]=1.C(=O)([O-])[O-].[K+].[K+]. (4) Given the product [CH3:18][N:19]1[C:27]2[C:22](=[CH:23][C:24]([C:28]([NH:17][C:14]3[CH:15]=[CH:16][C:11]([N:7]4[C:8]5[C:4](=[CH:3][C:2]([NH:1][C:28]([C:24]6[CH:23]=[C:22]7[C:27](=[CH:26][CH:25]=6)[N:19]([CH3:18])[CH:20]=[CH:21]7)=[O:30])=[CH:10][CH:9]=5)[CH:5]=[N:6]4)=[CH:12][CH:13]=3)=[O:30])=[CH:25][CH:26]=2)[CH:21]=[CH:20]1, predict the reactants needed to synthesize it. The reactants are: [NH2:1][C:2]1[CH:3]=[C:4]2[C:8](=[CH:9][CH:10]=1)[N:7]([C:11]1[CH:16]=[CH:15][C:14]([NH2:17])=[CH:13][CH:12]=1)[N:6]=[CH:5]2.[CH3:18][N:19]1[C:27]2[C:22](=[CH:23][C:24]([C:28]([OH:30])=O)=[CH:25][CH:26]=2)[CH:21]=[CH:20]1. (5) The reactants are: [CH3:1][O:2][C:3]1[C:4]([C:16]([NH2:18])=O)=[N:5][N:6]([CH2:8][O:9][CH2:10][CH2:11][Si:12]([CH3:15])([CH3:14])[CH3:13])[CH:7]=1.O=P(Cl)(Cl)Cl. Given the product [CH3:1][O:2][C:3]1[C:4]([C:16]#[N:18])=[N:5][N:6]([CH2:8][O:9][CH2:10][CH2:11][Si:12]([CH3:14])([CH3:13])[CH3:15])[CH:7]=1, predict the reactants needed to synthesize it. (6) Given the product [CH3:1][O:2][C:3](=[O:27])[C:4]1[CH:9]=[CH:8][C:7]([S:10](=[O:23])(=[O:22])[NH:11][C:12]2[CH:13]=[CH:14][CH:15]=[C:16]3[C:21]=2[N:20]=[CH:19][CH:18]=[CH:17]3)=[C:6]([NH2:24])[CH:5]=1, predict the reactants needed to synthesize it. The reactants are: [CH3:1][O:2][C:3](=[O:27])[C:4]1[CH:9]=[CH:8][C:7]([S:10](=[O:23])(=[O:22])[NH:11][C:12]2[CH:13]=[CH:14][CH:15]=[C:16]3[C:21]=2[N:20]=[CH:19][CH:18]=[CH:17]3)=[C:6]([N+:24]([O-])=O)[CH:5]=1.Cl[Sn]Cl. (7) The reactants are: [CH2:1]([O:8][C:9]1[CH:10]=[C:11]2[C:16](=[CH:17][C:18]=1[O:19][CH3:20])[CH:15](/[CH:21]=[CH:22]/[C:23]1[CH:28]=[C:27]([O:29][CH3:30])[C:26]([O:31][CH3:32])=[CH:25][C:24]=1[CH3:33])[NH:14][CH2:13][CH2:12]2)[C:2]1[CH:7]=[CH:6][CH:5]=[CH:4][CH:3]=1.CCN(C(C)C)C(C)C.Cl[C:44]([O:46][CH3:47])=[O:45]. Given the product [CH2:1]([O:8][C:9]1[CH:10]=[C:11]2[C:16](=[CH:17][C:18]=1[O:19][CH3:20])[CH:15](/[CH:21]=[CH:22]/[C:23]1[CH:28]=[C:27]([O:29][CH3:30])[C:26]([O:31][CH3:32])=[CH:25][C:24]=1[CH3:33])[N:14]([C:44]([O:46][CH3:47])=[O:45])[CH2:13][CH2:12]2)[C:2]1[CH:7]=[CH:6][CH:5]=[CH:4][CH:3]=1, predict the reactants needed to synthesize it.